Dataset: NCI-60 drug combinations with 297,098 pairs across 59 cell lines. Task: Regression. Given two drug SMILES strings and cell line genomic features, predict the synergy score measuring deviation from expected non-interaction effect. (1) Drug 1: CS(=O)(=O)C1=CC(=C(C=C1)C(=O)NC2=CC(=C(C=C2)Cl)C3=CC=CC=N3)Cl. Drug 2: CN(C(=O)NC(C=O)C(C(C(CO)O)O)O)N=O. Cell line: K-562. Synergy scores: CSS=21.1, Synergy_ZIP=-6.57, Synergy_Bliss=-4.09, Synergy_Loewe=-5.53, Synergy_HSA=-2.05. (2) Drug 1: CCC1=CC2CC(C3=C(CN(C2)C1)C4=CC=CC=C4N3)(C5=C(C=C6C(=C5)C78CCN9C7C(C=CC9)(C(C(C8N6C)(C(=O)OC)O)OC(=O)C)CC)OC)C(=O)OC.C(C(C(=O)O)O)(C(=O)O)O. Drug 2: C(CC(=O)O)C(=O)CN.Cl. Cell line: CCRF-CEM. Synergy scores: CSS=42.9, Synergy_ZIP=-4.35, Synergy_Bliss=-4.12, Synergy_Loewe=-22.1, Synergy_HSA=-2.35. (3) Drug 1: C1=CC(=CC=C1CCC2=CNC3=C2C(=O)NC(=N3)N)C(=O)NC(CCC(=O)O)C(=O)O. Drug 2: C1=CC(=CC=C1CC(C(=O)O)N)N(CCCl)CCCl.Cl. Cell line: RXF 393. Synergy scores: CSS=19.7, Synergy_ZIP=1.47, Synergy_Bliss=3.36, Synergy_Loewe=3.15, Synergy_HSA=5.12. (4) Synergy scores: CSS=73.8, Synergy_ZIP=-2.54, Synergy_Bliss=-4.27, Synergy_Loewe=-1.74, Synergy_HSA=1.28. Drug 2: C1=CC(=C(C=C1I)F)NC2=C(C=CC(=C2F)F)C(=O)NOCC(CO)O. Drug 1: CC1=C2C(C(=O)C3(C(CC4C(C3C(C(C2(C)C)(CC1OC(=O)C(C(C5=CC=CC=C5)NC(=O)C6=CC=CC=C6)O)O)OC(=O)C7=CC=CC=C7)(CO4)OC(=O)C)O)C)OC(=O)C. Cell line: HT29. (5) Drug 1: C1C(C(OC1N2C=NC3=C(N=C(N=C32)Cl)N)CO)O. Drug 2: C#CCC(CC1=CN=C2C(=N1)C(=NC(=N2)N)N)C3=CC=C(C=C3)C(=O)NC(CCC(=O)O)C(=O)O. Cell line: UACC62. Synergy scores: CSS=40.3, Synergy_ZIP=-3.20, Synergy_Bliss=-5.87, Synergy_Loewe=-10.2, Synergy_HSA=-2.58. (6) Drug 1: CNC(=O)C1=CC=CC=C1SC2=CC3=C(C=C2)C(=NN3)C=CC4=CC=CC=N4. Drug 2: CCC1=C2CN3C(=CC4=C(C3=O)COC(=O)C4(CC)O)C2=NC5=C1C=C(C=C5)O. Cell line: EKVX. Synergy scores: CSS=8.31, Synergy_ZIP=-3.50, Synergy_Bliss=-0.229, Synergy_Loewe=-3.16, Synergy_HSA=0.256. (7) Drug 1: C1=CC(=CC=C1C#N)C(C2=CC=C(C=C2)C#N)N3C=NC=N3. Drug 2: C1C(C(OC1N2C=NC(=NC2=O)N)CO)O. Cell line: RPMI-8226. Synergy scores: CSS=27.6, Synergy_ZIP=1.52, Synergy_Bliss=0.327, Synergy_Loewe=-21.2, Synergy_HSA=0.0868. (8) Drug 1: CN(C)C1=NC(=NC(=N1)N(C)C)N(C)C. Drug 2: C1=NC(=NC(=O)N1C2C(C(C(O2)CO)O)O)N. Cell line: A549. Synergy scores: CSS=-0.458, Synergy_ZIP=2.08, Synergy_Bliss=0.933, Synergy_Loewe=-4.39, Synergy_HSA=-3.44.